This data is from Catalyst prediction with 721,799 reactions and 888 catalyst types from USPTO. The task is: Predict which catalyst facilitates the given reaction. (1) Reactant: [Br:1]Br.[CH3:3][N:4]([CH3:17])[CH2:5][CH2:6][O:7][C:8]1[CH:13]=[CH:12][C:11]([C:14](=[O:16])[CH3:15])=[CH:10][CH:9]=1.O. Product: [Br:1][CH2:15][C:14]([C:11]1[CH:10]=[CH:9][C:8]([O:7][CH2:6][CH2:5][N:4]([CH3:3])[CH3:17])=[CH:13][CH:12]=1)=[O:16]. The catalyst class is: 15. (2) Reactant: [CH2:1]([N:8]1[CH2:12][CH2:11][CH:10]([O:13][C:14]2[CH:15]=[N:16][CH:17]=[C:18](Br)[CH:19]=2)[CH2:9]1)[C:2]1[CH:7]=[CH:6][CH:5]=[CH:4][CH:3]=1.[S:21]1[CH:25]=[CH:24][CH:23]=[C:22]1B(O)O.C([O-])([O-])=O.[Na+].[Na+]. Product: [CH2:1]([N:8]1[CH2:12][CH2:11][C@H:10]([O:13][C:14]2[CH:15]=[N:16][CH:17]=[C:18]([C:22]3[S:21][CH:25]=[CH:24][CH:23]=3)[CH:19]=2)[CH2:9]1)[C:2]1[CH:7]=[CH:6][CH:5]=[CH:4][CH:3]=1. The catalyst class is: 741. (3) Reactant: [Cl:1][CH2:2][CH2:3][CH:4]([C:8]1[CH:13]=[C:12]([F:14])[C:11]([F:15])=[C:10]([F:16])[CH:9]=1)[C:5](Cl)=[O:6].[C:17]([O:21][C:22]([CH3:25])([CH3:24])[CH3:23])(=[O:20])[NH:18][NH2:19].C(N(CC)CC)C.C(=O)(O)[O-].[Na+]. Product: [Cl:1][CH2:2][CH2:3][CH:4]([C:8]1[CH:13]=[C:12]([F:14])[C:11]([F:15])=[C:10]([F:16])[CH:9]=1)[C:5]([NH:19][NH:18][C:17]([O:21][C:22]([CH3:25])([CH3:24])[CH3:23])=[O:20])=[O:6]. The catalyst class is: 1. (4) Reactant: [Cl:1][C:2]1[N:7]=[C:6]([C:8](=[O:10])[CH3:9])[CH:5]=[CH:4][N:3]=1.[BH4-].[Na+]. Product: [Cl:1][C:2]1[N:7]=[C:6]([CH:8]([OH:10])[CH3:9])[CH:5]=[CH:4][N:3]=1. The catalyst class is: 191. (5) Reactant: [Cl:1][C:2]1[CH:3]=[CH:4][C:5]2[N:11]3[CH:12]=[CH:13][CH:14]=[C:10]3[C@@H:9]([CH2:15][CH2:16][C:17](O)=[O:18])[O:8][C@H:7]([C:20]3[CH:25]=[CH:24][CH:23]=[C:22]([O:26][CH3:27])[C:21]=3[O:28][CH3:29])[C:6]=2[CH:30]=1.[H-].[Al+3].[Li+].[H-].[H-].[H-].[OH-].[Na+].S([O-])([O-])(=O)=O.[Mg+2]. Product: [Cl:1][C:2]1[CH:3]=[CH:4][C:5]2[N:11]3[CH:12]=[CH:13][CH:14]=[C:10]3[C@@H:9]([CH2:15][CH2:16][CH2:17][OH:18])[O:8][C@H:7]([C:20]3[CH:25]=[CH:24][CH:23]=[C:22]([O:26][CH3:27])[C:21]=3[O:28][CH3:29])[C:6]=2[CH:30]=1. The catalyst class is: 30. (6) Reactant: [I:1][C:2]1[CH:10]=[CH:9][C:8]([O:11][CH2:12][CH2:13][CH3:14])=[CH:7][C:3]=1[C:4]([NH2:6])=O.O=S(Cl)Cl. Product: [I:1][C:2]1[CH:10]=[CH:9][C:8]([O:11][CH2:12][CH2:13][CH3:14])=[CH:7][C:3]=1[C:4]#[N:6]. The catalyst class is: 3.